This data is from Reaction yield outcomes from USPTO patents with 853,638 reactions. The task is: Predict the reaction yield, written as a fraction of the theoretical maximum amount of product (1.0 means a 100% yield; for example, 0.34 means a 34% yield). (1) The reactants are [Cl-].O[NH3+:3].[C:4](=[O:7])([O-])[OH:5].[Na+].CS(C)=O.[CH3:13][C@@H:14]1[CH2:19][CH:18]([O:20][N:21]2[C:26](=[O:27])[C:25]([CH2:28][C:29]3[CH:34]=[CH:33][C:32]([C:35]4[C:36]([C:41]#[N:42])=[CH:37][CH:38]=[CH:39][CH:40]=4)=[CH:31][CH:30]=3)=[C:24]([CH2:43][CH2:44][CH3:45])[N:23]=[C:22]2[CH3:46])[CH2:17][C@H:16]([CH3:47])[O:15]1. The catalyst is O. The product is [CH3:13][C@@H:14]1[CH2:19][CH:18]([O:20][N:21]2[C:26](=[O:27])[C:25]([CH2:28][C:29]3[CH:34]=[CH:33][C:32]([C:35]4[CH:40]=[CH:39][CH:38]=[CH:37][C:36]=4[C:41]4[NH:3][C:4](=[O:7])[O:5][N:42]=4)=[CH:31][CH:30]=3)=[C:24]([CH2:43][CH2:44][CH3:45])[N:23]=[C:22]2[CH3:46])[CH2:17][C@H:16]([CH3:47])[O:15]1. The yield is 0.350. (2) The reactants are Br[C:2]1[CH:3]=[C:4]2[CH2:10][C:9](=[O:11])[NH:8][C:5]2=[N:6][CH:7]=1.[F:12][C:13]1[CH:14]=[C:15](B(O)O)[CH:16]=[CH:17][CH:18]=1. No catalyst specified. The product is [F:12][C:13]1[CH:18]=[C:17]([C:2]2[CH:3]=[C:4]3[CH2:10][C:9](=[O:11])[NH:8][C:5]3=[N:6][CH:7]=2)[CH:16]=[CH:15][CH:14]=1. The yield is 0.320. (3) The reactants are [CH:1]([NH:4][C:5]([C@@H:7]1[CH2:12][CH2:11][C@H:10]([N:13]2[C:21]3[CH:20]=[C:19]([O:22][CH2:23][CH2:24][N:25]4[CH2:30][CH2:29][CH2:28][CH2:27][CH2:26]4)[N:18]=[CH:17][C:16]=3[NH:15]/[C:14]/2=[N:31]\[C:32](C2C=CC3C=CSC=3C=2)=[O:33])[CH2:9][CH2:8]1)=[O:6])([CH3:3])[CH3:2].[CH3:43][S:44]([C:47]1[CH:55]=[CH:54][C:50](C(O)=O)=[CH:49][CH:48]=1)(=[O:46])=[O:45]. No catalyst specified. The product is [CH:1]([NH:4][C:5]([C@@H:7]1[CH2:12][CH2:11][C@H:10]([N:13]2[C:21]3[CH:20]=[C:19]([O:22][CH2:23][CH2:24][N:25]4[CH2:30][CH2:29][CH2:28][CH2:27][CH2:26]4)[N:18]=[CH:17][C:16]=3[NH:15]/[C:14]/2=[N:31]\[C:32](=[O:33])[C:50]2[CH:54]=[CH:55][C:47]([S:44]([CH3:43])(=[O:46])=[O:45])=[CH:48][CH:49]=2)[CH2:9][CH2:8]1)=[O:6])([CH3:2])[CH3:3]. The yield is 0.220.